Dataset: Peptide-MHC class II binding affinity with 134,281 pairs from IEDB. Task: Regression. Given a peptide amino acid sequence and an MHC pseudo amino acid sequence, predict their binding affinity value. This is MHC class II binding data. (1) The peptide sequence is SPEVIPMFSALSE. The MHC is HLA-DQA10103-DQB10603 with pseudo-sequence HLA-DQA10103-DQB10603. The binding affinity (normalized) is 0.758. (2) The peptide sequence is WPMVAAAATATIPGQ. The MHC is H-2-IAd with pseudo-sequence H-2-IAd. The binding affinity (normalized) is 0.542. (3) The peptide sequence is TMSLYMAISPKFTTS. The MHC is DRB1_1501 with pseudo-sequence DRB1_1501. The binding affinity (normalized) is 0.535. (4) The peptide sequence is IQLVFSSMINPLVIT. The MHC is DRB1_0701 with pseudo-sequence DRB1_0701. The binding affinity (normalized) is 0.989.